From a dataset of Full USPTO retrosynthesis dataset with 1.9M reactions from patents (1976-2016). Predict the reactants needed to synthesize the given product. (1) The reactants are: Br[CH2:2][CH:3]([CH2:6][CH3:7])[CH2:4][CH3:5].[CH2:8]([CH2:10][NH2:11])[OH:9]. Given the product [CH2:4]([CH:3]([CH2:6][CH3:7])[CH2:2][NH:11][CH2:10][CH2:8][OH:9])[CH3:5], predict the reactants needed to synthesize it. (2) The reactants are: [CH3:1][N:2]([CH3:23])[C:3]([C:5]1[CH:6]=[C:7]([O:15][CH2:16][C:17]2[CH:22]=[CH:21][CH:20]=[CH:19][CH:18]=2)[C:8]2[N:12]=[C:11]([CH3:13])[NH:10][C:9]=2[CH:14]=1)=[O:4].[C:24]([O:28][C:29](O[C:29]([O:28][C:24]([CH3:27])([CH3:26])[CH3:25])=[O:30])=[O:30])([CH3:27])([CH3:26])[CH3:25]. Given the product [CH3:23][N:2]([CH3:1])[C:3]([C:5]1[CH:6]=[C:7]([O:15][CH2:16][C:17]2[CH:22]=[CH:21][CH:20]=[CH:19][CH:18]=2)[C:8]2[N:12]=[C:11]([CH3:13])[N:10]([C:29]([O:28][C:24]([CH3:27])([CH3:26])[CH3:25])=[O:30])[C:9]=2[CH:14]=1)=[O:4], predict the reactants needed to synthesize it. (3) Given the product [CH3:29][NH:30][C:31]1[N:36]=[CH:35][C:34]([C:16]2[N:17]=[C:18]([N:21]3[CH2:22][CH2:23][O:24][CH2:25][CH2:26]3)[C:19]3[S:20][C:12]([CH2:11][N:8]4[CH2:9][CH2:10][N:5]([S:2]([CH3:1])(=[O:4])=[O:3])[CH2:6][CH2:7]4)=[CH:13][C:14]=3[N:15]=2)=[CH:33][N:32]=1, predict the reactants needed to synthesize it. The reactants are: [CH3:1][S:2]([N:5]1[CH2:10][CH2:9][N:8]([CH2:11][C:12]2[S:20][C:19]3[C:18]([N:21]4[CH2:26][CH2:25][O:24][CH2:23][CH2:22]4)=[N:17][C:16](SC)=[N:15][C:14]=3[CH:13]=2)[CH2:7][CH2:6]1)(=[O:4])=[O:3].[CH3:29][NH:30][C:31]1[N:36]=[CH:35][C:34]([Sn](CCCC)(CCCC)CCCC)=[CH:33][N:32]=1. (4) Given the product [C:26]([O:25][C:23]([N:20]1[CH2:19][CH:18]=[C:17]([C:2]2[CH:7]=[N:6][CH:5]=[C:4]([NH2:8])[CH:3]=2)[CH2:22][CH2:21]1)=[O:24])([CH3:29])([CH3:27])[CH3:28], predict the reactants needed to synthesize it. The reactants are: Br[C:2]1[CH:3]=[C:4]([NH2:8])[CH:5]=[N:6][CH:7]=1.CC1(C)C(C)(C)OB([C:17]2[CH2:22][CH2:21][N:20]([C:23]([O:25][C:26]([CH3:29])([CH3:28])[CH3:27])=[O:24])[CH2:19][CH:18]=2)O1.C([O-])([O-])=O.[Cs+].[Cs+]. (5) Given the product [F:8][C:5]1[CH:6]=[CH:7][C:2]([C:23]#[C:22][Si:24]([CH3:27])([CH3:26])[CH3:25])=[C:3]([CH2:9][CH2:10][NH:11][C:12](=[O:14])[CH3:13])[CH:4]=1, predict the reactants needed to synthesize it. The reactants are: Br[C:2]1[CH:7]=[CH:6][C:5]([F:8])=[CH:4][C:3]=1[CH2:9][CH2:10][NH:11][C:12](=[O:14])[CH3:13].C(N(CC)CC)C.[C:22]([Si:24]([CH3:27])([CH3:26])[CH3:25])#[CH:23].[OH-].[Na+]. (6) Given the product [CH2:21]([N:7]([CH:1]1[CH2:2][CH2:3][CH2:4][CH2:5][CH2:6]1)[C:8](=[O:20])[NH:9][C:10]1[S:11][C:12]([S:15][CH2:16][CH2:17][C:44]([OH:47])=[O:43])=[CH:13][N:14]=1)[CH2:22][CH2:23][CH3:28], predict the reactants needed to synthesize it. The reactants are: [CH:1]1([N:7]([CH2:21][CH2:22][C:23]2[CH:28]=CC=CC=2)[C:8](=[O:20])[NH:9][C:10]2[S:11][C:12]([S:15][CH2:16][C:17](O)=O)=[CH:13][N:14]=2)[CH2:6][CH2:5][CH2:4][CH2:3][CH2:2]1.C(N)CCC.C1(=O)CCCCC1.C([O:43][C:44](=[O:47])CC)C. (7) Given the product [CH3:29][O:28][C:25]1[CH:26]=[C:27]2[C:22](=[CH:23][C:24]=1[O:30][CH3:31])[N:21]=[CH:20][N:19]=[C:18]2[N:15]1[CH2:14][CH2:13][N:12]([C:10]([NH:9][C:6]2[CH:7]=[CH:8][C:3]([CH2:2][N:32]3[CH2:37][CH2:36][CH2:35][CH2:34][CH2:33]3)=[CH:4][CH:5]=2)=[O:11])[CH2:17][CH2:16]1, predict the reactants needed to synthesize it. The reactants are: Cl[CH2:2][C:3]1[CH:8]=[CH:7][C:6]([NH:9][C:10]([N:12]2[CH2:17][CH2:16][N:15]([C:18]3[C:27]4[C:22](=[CH:23][C:24]([O:30][CH3:31])=[C:25]([O:28][CH3:29])[CH:26]=4)[N:21]=[CH:20][N:19]=3)[CH2:14][CH2:13]2)=[O:11])=[CH:5][CH:4]=1.[NH:32]1[CH2:37][CH2:36][CH2:35][CH2:34][CH2:33]1.O.